Dataset: Forward reaction prediction with 1.9M reactions from USPTO patents (1976-2016). Task: Predict the product of the given reaction. The product is: [OH:29][NH:28][C:4](=[O:3])/[CH:5]=[CH:6]/[C:7]1[CH:12]=[CH:11][CH:10]=[CH:9][C:8]=1[N:13]1[CH2:18][CH2:17][N:16]([C:19]([O:21][C:22]([CH3:25])([CH3:24])[CH3:23])=[O:20])[CH2:15][C:14]1=[O:26]. Given the reactants C([O:3][C:4](=O)/[CH:5]=[CH:6]/[C:7]1[CH:12]=[CH:11][CH:10]=[CH:9][C:8]=1[N:13]1[CH2:18][CH2:17][N:16]([C:19]([O:21][C:22]([CH3:25])([CH3:24])[CH3:23])=[O:20])[CH2:15][C:14]1=[O:26])C.[NH2:28][OH:29].[OH-].[Na+], predict the reaction product.